Dataset: Human liver microsome stability data. Task: Regression/Classification. Given a drug SMILES string, predict its absorption, distribution, metabolism, or excretion properties. Task type varies by dataset: regression for continuous measurements (e.g., permeability, clearance, half-life) or binary classification for categorical outcomes (e.g., BBB penetration, CYP inhibition). Dataset: hlm. (1) The compound is COc1ccc2c(O[C@@H]3C[C@H]4C(=O)N[C@]5(C(=O)NS(=O)(=O)C6CC6)C[C@H]5C=CCCCCC[C@H](NC(=O)OC(C)(C)C)C(=O)N4C3)cc(OC(C)C)nc2c1C. The result is 0 (unstable in human liver microsomes). (2) The result is 1 (stable in human liver microsomes). The compound is CCC1=C(C(=O)CCC2CCCCC2)[C@H](c2ccc(O)c(Cl)c2)NC(=O)N1. (3) The molecule is CN1CCCOP1(=O)c1ccc(C(F)(F)F)cc1. The result is 0 (unstable in human liver microsomes). (4) The drug is Oc1ccc2c(c1)CC(CN1CCC3(CCc4ccccc43)CC1)NC2. The result is 1 (stable in human liver microsomes).